Dataset: Forward reaction prediction with 1.9M reactions from USPTO patents (1976-2016). Task: Predict the product of the given reaction. (1) Given the reactants C(O[C:6](=O)[N:7]([CH2:9][C:10]1[CH:14]=[C:13]([S:15]([C:18]2[CH:23]=[CH:22][C:21]([F:24])=[CH:20][CH:19]=2)(=[O:17])=[O:16])[N:12]([C:25]2[C:26]([F:31])=[N:27][CH:28]=[CH:29][CH:30]=2)[N:11]=1)C)(C)(C)C.C(OCC)(=O)C.[ClH:39], predict the reaction product. The product is: [ClH:39].[F:24][C:21]1[CH:22]=[CH:23][C:18]([S:15]([C:13]2[N:12]([C:25]3[C:26]([F:31])=[N:27][CH:28]=[CH:29][CH:30]=3)[N:11]=[C:10]([CH2:9][NH:7][CH3:6])[CH:14]=2)(=[O:16])=[O:17])=[CH:19][CH:20]=1. (2) Given the reactants [CH3:1][O:2][C:3](=[O:24])[CH2:4][C:5]1[CH:10]=[C:9]([Cl:11])[CH:8]=[C:7]([O:12][C:13]2[CH:18]=[CH:17][C:16]([N+:19]([O-:21])=[O:20])=[CH:15][C:14]=2[CH2:22]Br)[CH:6]=1.[CH3:25][C:26]([SH:29])([CH3:28])[CH3:27], predict the reaction product. The product is: [CH3:1][O:2][C:3](=[O:24])[CH2:4][C:5]1[CH:10]=[C:9]([Cl:11])[CH:8]=[C:7]([O:12][C:13]2[CH:18]=[CH:17][C:16]([N+:19]([O-:21])=[O:20])=[CH:15][C:14]=2[CH2:22][S:29][C:26]([CH3:28])([CH3:27])[CH3:25])[CH:6]=1. (3) Given the reactants [CH3:1][C:2]1[C:14]([N+:15]([O-])=O)=[C:13]([CH3:18])[C:12]2[C:11]3[C:6](=[CH:7][CH:8]=[CH:9][CH:10]=3)[N:5]([CH:19]([CH3:21])[CH3:20])[C:4]=2[CH:3]=1.[CH3:22][CH2:23][O:24][C:25]([CH3:27])=[O:26], predict the reaction product. The product is: [CH3:22][CH2:23][O:24][C:25]([CH3:27])=[O:26].[CH3:12][CH2:4][CH2:3][CH:2]([CH3:14])[CH3:1].[NH2:15][C:14]1[C:2]([CH3:1])=[CH:3][C:4]2[N:5]([CH:19]([CH3:20])[CH3:21])[C:6]3[C:11]([C:12]=2[C:13]=1[CH3:18])=[CH:10][CH:9]=[CH:8][CH:7]=3. (4) Given the reactants [N:1]1([C:7]2[CH:19]=[C:18]([C:20]([O:22][CH3:23])=[O:21])[C:10]3[NH:11][C:12]([C:14]([F:17])([F:16])[F:15])=[N:13][C:9]=3[CH:8]=2)[CH2:6][CH2:5][O:4][CH2:3][CH2:2]1.C(=O)([O-])[O-].[K+].[K+].Br[CH2:31][C:32]1[CH:37]=[CH:36][CH:35]=[C:34]([Cl:38])[C:33]=1[Cl:39], predict the reaction product. The product is: [Cl:39][C:33]1[C:34]([Cl:38])=[CH:35][CH:36]=[CH:37][C:32]=1[CH2:31][N:13]1[C:9]2[CH:8]=[C:7]([N:1]3[CH2:6][CH2:5][O:4][CH2:3][CH2:2]3)[CH:19]=[C:18]([C:20]([O:22][CH3:23])=[O:21])[C:10]=2[N:11]=[C:12]1[C:14]([F:17])([F:15])[F:16]. (5) Given the reactants C([O:8][C:9]1[CH:10]=[CH:11][C:12]([C@@H:20]([O:62][Si:63]([C:66]([CH3:69])([CH3:68])[CH3:67])([CH3:65])[CH3:64])[CH2:21][N:22]([C:55]([O:57][C:58]([CH3:61])([CH3:60])[CH3:59])=[O:56])[CH2:23][CH2:24][CH2:25][CH2:26][NH:27][C:28]([C:30]2[CH:31]=[C:32]([C:36]([OH:54])([C:48]3[CH:53]=[CH:52][CH:51]=[CH:50][CH:49]=3)[C:37]([O:39][C@@H:40]3[CH:45]4[CH2:46][CH2:47][N:42]([CH2:43][CH2:44]4)[CH2:41]3)=[O:38])[CH:33]=[CH:34][CH:35]=2)=[O:29])=[C:13]2[C:18]=1[NH:17][C:16](=[O:19])[CH:15]=[CH:14]2)C1C=CC=CC=1.C(O)=O, predict the reaction product. The product is: [CH:37]([OH:39])=[O:38].[C:58]([O:57][C:55]([N:22]([CH2:21][C@H:20]([O:62][Si:63]([C:66]([CH3:69])([CH3:68])[CH3:67])([CH3:64])[CH3:65])[C:12]1[CH:11]=[CH:10][C:9]([OH:8])=[C:18]2[C:13]=1[CH:14]=[CH:15][C:16](=[O:19])[NH:17]2)[CH2:23][CH2:24][CH2:25][CH2:26][NH:27][C:28]([C:30]1[CH:31]=[C:32]([C:36]([OH:54])([C:48]2[CH:49]=[CH:50][CH:51]=[CH:52][CH:53]=2)[C:37]([O:39][C@@H:40]2[CH:45]3[CH2:44][CH2:43][N:42]([CH2:47][CH2:46]3)[CH2:41]2)=[O:38])[CH:33]=[CH:34][CH:35]=1)=[O:29])=[O:56])([CH3:59])([CH3:61])[CH3:60]. (6) Given the reactants [OH:1][CH2:2][CH2:3][C:4]1[CH:13]=[CH:12][C:7]2[C:8](=[O:11])[O:9][CH2:10][C:6]=2[CH:5]=1.C1C(=O)N([I:21])C(=O)C1, predict the reaction product. The product is: [OH:1][CH2:2][CH2:3][C:4]1[C:13]([I:21])=[CH:12][C:7]2[C:8](=[O:11])[O:9][CH2:10][C:6]=2[CH:5]=1. (7) Given the reactants [NH2:1][C:2]1[CH:6]=[CH:5][S:4][C:3]=1[C:7]([O:9][CH3:10])=[O:8].[F:11][C:12]1[CH:17]=[C:16]([F:18])[CH:15]=[CH:14][C:13]=1[S:19](Cl)(=[O:21])=[O:20].N1C=CC=CC=1, predict the reaction product. The product is: [F:11][C:12]1[CH:17]=[C:16]([F:18])[CH:15]=[CH:14][C:13]=1[S:19]([NH:1][C:2]1[CH:6]=[CH:5][S:4][C:3]=1[C:7]([O:9][CH3:10])=[O:8])(=[O:21])=[O:20].